Dataset: NCI-60 drug combinations with 297,098 pairs across 59 cell lines. Task: Regression. Given two drug SMILES strings and cell line genomic features, predict the synergy score measuring deviation from expected non-interaction effect. (1) Drug 1: CNC(=O)C1=CC=CC=C1SC2=CC3=C(C=C2)C(=NN3)C=CC4=CC=CC=N4. Drug 2: CC12CCC(CC1=CCC3C2CCC4(C3CC=C4C5=CN=CC=C5)C)O. Cell line: BT-549. Synergy scores: CSS=-0.972, Synergy_ZIP=1.24, Synergy_Bliss=1.50, Synergy_Loewe=-0.953, Synergy_HSA=-0.223. (2) Drug 1: CC1C(C(CC(O1)OC2CC(CC3=C2C(=C4C(=C3O)C(=O)C5=C(C4=O)C(=CC=C5)OC)O)(C(=O)C)O)N)O.Cl. Drug 2: CC1=C(C(CCC1)(C)C)C=CC(=CC=CC(=CC(=O)O)C)C. Cell line: SK-OV-3. Synergy scores: CSS=26.4, Synergy_ZIP=3.43, Synergy_Bliss=8.93, Synergy_Loewe=7.27, Synergy_HSA=12.0. (3) Synergy scores: CSS=38.5, Synergy_ZIP=-5.48, Synergy_Bliss=-11.3, Synergy_Loewe=-7.60, Synergy_HSA=-6.12. Drug 2: CC1C(C(CC(O1)OC2CC(CC3=C2C(=C4C(=C3O)C(=O)C5=CC=CC=C5C4=O)O)(C(=O)C)O)N)O. Drug 1: CC1CC2CCC3C(=C)CC(O3)CCC45CC6C(O4)C7C(O6)C(O5)C8C(O7)CCC(O8)CC(=O)CC9C(CC(C1=C)O2)OC(C9OC)CC(CN)O.CS(=O)(=O)O. Cell line: RPMI-8226.